This data is from Merck oncology drug combination screen with 23,052 pairs across 39 cell lines. The task is: Regression. Given two drug SMILES strings and cell line genomic features, predict the synergy score measuring deviation from expected non-interaction effect. (1) Drug 1: CN(Cc1cnc2nc(N)nc(N)c2n1)c1ccc(C(=O)NC(CCC(=O)O)C(=O)O)cc1. Drug 2: NC(=O)c1cccc2cn(-c3ccc(C4CCCNC4)cc3)nc12. Cell line: A375. Synergy scores: synergy=-10.4. (2) Drug 1: COc1cc(C2c3cc4c(cc3C(OC3OC5COC(C)OC5C(O)C3O)C3COC(=O)C23)OCO4)cc(OC)c1O. Drug 2: CCN(CC)CCNC(=O)c1c(C)[nH]c(C=C2C(=O)Nc3ccc(F)cc32)c1C. Cell line: NCIH520. Synergy scores: synergy=13.7. (3) Drug 1: CN(Cc1cnc2nc(N)nc(N)c2n1)c1ccc(C(=O)NC(CCC(=O)O)C(=O)O)cc1. Drug 2: O=C(O)C1(Cc2cccc(Nc3nccs3)n2)CCC(Oc2cccc(Cl)c2F)CC1. Cell line: DLD1. Synergy scores: synergy=-2.60. (4) Drug 1: CN(C)C(=N)N=C(N)N. Drug 2: CC(C)CC(NC(=O)C(Cc1ccccc1)NC(=O)c1cnccn1)B(O)O. Cell line: SKMES1. Synergy scores: synergy=-8.97. (5) Drug 1: Nc1ccn(C2OC(CO)C(O)C2(F)F)c(=O)n1. Drug 2: Cn1cc(-c2cnn3c(N)c(Br)c(C4CCCNC4)nc23)cn1. Cell line: T47D. Synergy scores: synergy=21.0. (6) Drug 1: COc1cc(C2c3cc4c(cc3C(OC3OC5COC(C)OC5C(O)C3O)C3COC(=O)C23)OCO4)cc(OC)c1O. Drug 2: Cc1nc(Nc2ncc(C(=O)Nc3c(C)cccc3Cl)s2)cc(N2CCN(CCO)CC2)n1. Cell line: SKMEL30. Synergy scores: synergy=-32.5. (7) Cell line: A375. Drug 2: COC1=C2CC(C)CC(OC)C(O)C(C)C=C(C)C(OC(N)=O)C(OC)C=CC=C(C)C(=O)NC(=CC1=O)C2=O. Synergy scores: synergy=28.8. Drug 1: N#Cc1ccc(Cn2cncc2CN2CCN(c3cccc(Cl)c3)C(=O)C2)cc1. (8) Cell line: NCIH1650. Synergy scores: synergy=-15.3. Drug 2: CCC1(O)C(=O)OCc2c1cc1n(c2=O)Cc2cc3c(CN(C)C)c(O)ccc3nc2-1. Drug 1: COC1=C2CC(C)CC(OC)C(O)C(C)C=C(C)C(OC(N)=O)C(OC)C=CC=C(C)C(=O)NC(=CC1=O)C2=O. (9) Drug 1: CN1C(=O)C=CC2(C)C3CCC4(C)C(NC(=O)OCC(F)(F)F)CCC4C3CCC12. Drug 2: COC12C(COC(N)=O)C3=C(C(=O)C(C)=C(N)C3=O)N1CC1NC12. Cell line: LOVO. Synergy scores: synergy=15.3.